The task is: Predict which catalyst facilitates the given reaction.. This data is from Catalyst prediction with 721,799 reactions and 888 catalyst types from USPTO. (1) Reactant: [H-].[Na+].CS(C)=O.[I-].[CH3:8][S+](C)C.[Cl:12][C:13]1[CH:18]=[CH:17][C:16]([C:19]([C:21]2([C:24]3[CH:29]=[CH:28][CH:27]=[CH:26][N:25]=3)[CH2:23][CH2:22]2)=[O:20])=[CH:15][CH:14]=1. Product: [Cl:12][C:13]1[CH:18]=[CH:17][C:16]([C:19]2([C:21]3([C:24]4[CH:29]=[CH:28][CH:27]=[CH:26][N:25]=4)[CH2:22][CH2:23]3)[CH2:8][O:20]2)=[CH:15][CH:14]=1. The catalyst class is: 13. (2) Reactant: [Cl:1][C:2]1[CH:3]=[C:4]([C:9]2[N:14]3[N:15]=[C:16]([NH:18][C:19]4[CH:28]=[CH:27][C:22]([C:23]([NH:25][CH3:26])=[O:24])=[CH:21][CH:20]=4)[N:17]=[C:13]3[CH:12]=[CH:11][CH:10]=2)[CH:5]=[C:6]([OH:8])[CH:7]=1.C(N(CC)CC)C.[F:36][C:37]([F:50])([F:49])[S:38](O[S:38]([C:37]([F:50])([F:49])[F:36])(=[O:40])=[O:39])(=[O:40])=[O:39]. Product: [F:36][C:37]([F:50])([F:49])[S:38]([O:8][C:6]1[CH:5]=[C:4]([C:9]2[N:14]3[N:15]=[C:16]([NH:18][C:19]4[CH:20]=[CH:21][C:22]([C:23](=[O:24])[NH:25][CH3:26])=[CH:27][CH:28]=4)[N:17]=[C:13]3[CH:12]=[CH:11][CH:10]=2)[CH:3]=[C:2]([Cl:1])[CH:7]=1)(=[O:40])=[O:39]. The catalyst class is: 7. (3) Reactant: [N:1]1([C:12]([O:14][C:15]([CH3:18])([CH3:17])[CH3:16])=[O:13])[CH2:6][CH2:5][CH:4]([C:7]([O:9][CH2:10][CH3:11])=[O:8])[CH2:3][CH2:2]1.C([N-]C(C)C)(C)C.[Li+].[Br:27][C:28]([CH2:30]Br)=[CH2:29]. Product: [Br:27][C:28](=[CH2:29])[CH2:30][C:4]1([C:7]([O:9][CH2:10][CH3:11])=[O:8])[CH2:3][CH2:2][N:1]([C:12]([O:14][C:15]([CH3:17])([CH3:16])[CH3:18])=[O:13])[CH2:6][CH2:5]1. The catalyst class is: 1. (4) Reactant: [P:1](Cl)(Cl)(=[O:9])[O:2][C:3]1[CH:8]=[CH:7][CH:6]=[CH:5][CH:4]=1.[ClH:12].[NH2:13][C@@H:14]([CH3:22])[C:15]([O:17][CH2:18][CH2:19][CH2:20][CH3:21])=[O:16].C(N(CC)C(C)C)(C)C. Product: [Cl:12][C:4]1[CH:5]=[CH:6][CH:7]=[CH:8][C:3]=1[O:2][P:1](=[N:13][C@@H:14]([CH3:22])[C:15]([O:17][CH2:18][CH2:19][CH2:20][CH3:21])=[O:16])=[O:9]. The catalyst class is: 2. (5) Reactant: [CH3:1][CH2:2][O:3][C:4]([C:6]1[N:7]([C:16]([O:18][C:19]([CH3:22])([CH3:21])[CH3:20])=[O:17])[C:8]2[C:13]([CH:14]=1)=[C:12]([OH:15])[CH:11]=[CH:10][CH:9]=2)=[O:5].[CH2:23]([O:25][C:26]1[CH:36]=[CH:35][C:29]2[C:30]([CH2:33]O)=[CH:31][O:32][C:28]=2[CH:27]=1)[CH3:24].C1(P(C2C=CC=CC=2)C2C=CC=CC=2)C=CC=CC=1.N(C(OCC)=O)=NC([O-])=O. Product: [CH3:1][CH2:2][O:3][C:4]([C:6]1[N:7]([C:16]([O:18][C:19]([CH3:21])([CH3:20])[CH3:22])=[O:17])[C:8]2[C:13]([CH:14]=1)=[C:12]([O:15][CH2:33][C:30]1[C:29]3[CH:35]=[CH:36][C:26]([O:25][CH2:23][CH3:24])=[CH:27][C:28]=3[O:32][CH:31]=1)[CH:11]=[CH:10][CH:9]=2)=[O:5]. The catalyst class is: 1. (6) Reactant: [Cl:1][C:2]1[CH:3]=[C:4]2[C:9](=[CH:10][C:11]=1[C:12](O)=[O:13])[N:8]=[CH:7][N:6]=[C:5]2[NH:15][CH:16]([C:18]1[NH:22][C:21]2[CH:23]=[CH:24][C:25]([Cl:27])=[CH:26][C:20]=2[N:19]=1)[CH3:17].FC1C(OC(N(C)C)=[N+](C)C)=C(F)C(F)=C(F)C=1F.F[P-](F)(F)(F)(F)F.C(N(C(C)C)CC)(C)C.C(OC([CH:70]([NH2:77])[CH:71]1[CH2:76][CH2:75][CH2:74][NH:73][CH2:72]1)=O)(C)(C)C.FC(F)(F)C(O)=O. Product: [Cl:1][C:2]1[CH:3]=[C:4]2[C:9](=[CH:10][C:11]=1[C:12]([N:73]1[CH2:74][CH2:75][CH2:76][CH:71]([CH2:70][NH2:77])[CH2:72]1)=[O:13])[N:8]=[CH:7][N:6]=[C:5]2[NH:15][CH:16]([C:18]1[NH:22][C:21]2[CH:23]=[CH:24][C:25]([Cl:27])=[CH:26][C:20]=2[N:19]=1)[CH3:17]. The catalyst class is: 16.